This data is from Peptide-MHC class II binding affinity with 134,281 pairs from IEDB. The task is: Regression. Given a peptide amino acid sequence and an MHC pseudo amino acid sequence, predict their binding affinity value. This is MHC class II binding data. (1) The peptide sequence is LHGGHVSCRVKLSAL. The MHC is DRB3_0301 with pseudo-sequence DRB3_0301. The binding affinity (normalized) is 0.609. (2) The peptide sequence is SLYNTVATLYCVHQRIDV. The MHC is DRB1_0802 with pseudo-sequence DRB1_0802. The binding affinity (normalized) is 0.0594. (3) The peptide sequence is HGSPTFWMGSHEVNG. The MHC is DRB1_1101 with pseudo-sequence DRB1_1101. The binding affinity (normalized) is 0.385. (4) The peptide sequence is GELQIVDKIGAAFKI. The MHC is DRB1_0101 with pseudo-sequence DRB1_0101. The binding affinity (normalized) is 0.633. (5) The peptide sequence is KASPVLAFPAGVCPT. The MHC is DRB1_1001 with pseudo-sequence DRB1_1001. The binding affinity (normalized) is 0.517.